From a dataset of Catalyst prediction with 721,799 reactions and 888 catalyst types from USPTO. Predict which catalyst facilitates the given reaction. (1) Reactant: Br[C:2]1[CH:3]=[CH:4][C:5]([C:9]([O:11][CH3:12])=[O:10])=[N:6][C:7]=1[CH3:8].B1(B2OC(C)(C)C(C)(C)O2)OC(C)(C)[C:15](C)(C)O1.C([O-])(=O)C.[K+].Br[C:37]1[CH:65]=[CH:64][C:40]([CH2:41][C@@H:42]([C:61]([OH:63])=[O:62])[NH:43][C:44]([C@H:46]2[CH2:51][CH2:50][C@H:49]([CH2:52][NH:53][C:54]([O:56][C:57]([CH3:60])([CH3:59])[CH3:58])=[O:55])[CH2:48][CH2:47]2)=[O:45])=[CH:39][CH:38]=1.C(=O)([O-])[O-].[Na+].[Na+]. Product: [C:57]([O:56][C:54]([NH:53][CH2:52][C@H:49]1[CH2:50][CH2:51][C@H:46]([C:44]([NH:43][C@H:42]([C:61]([OH:63])=[O:62])[CH2:41][C:40]2[CH:64]=[CH:65][C:37]([C:2]3[C:7]([CH3:8])=[N:6][C:5]([C:9]([O:11][CH2:12][CH3:15])=[O:10])=[CH:4][CH:3]=3)=[CH:38][CH:39]=2)=[O:45])[CH2:47][CH2:48]1)=[O:55])([CH3:60])([CH3:59])[CH3:58]. The catalyst class is: 11. (2) Reactant: [CH2:1]([O:3][C:4](=[O:10])[CH:5]([CH2:8][CH3:9])[CH2:6][CH3:7])[CH3:2].I[CH3:12]. Product: [CH2:1]([O:3][C:4](=[O:10])[C:5]([CH2:8][CH3:9])([CH3:12])[CH2:6][CH3:7])[CH3:2]. The catalyst class is: 1. (3) Reactant: Br[C:2]1[CH:3]=[N:4][CH:5]=[C:6]([O:8][C:9]2[CH:14]=[CH:13][C:12]([O:15][CH3:16])=[CH:11][CH:10]=2)[CH:7]=1.[C:17]([O:21][C:22]([N:24]1[CH2:29][C@@H:28]2[CH2:30][C@H:25]1[CH2:26][NH:27]2)=[O:23])([CH3:20])([CH3:19])[CH3:18].C1(C2C3C(=CC=CC=3)C=CC=2)C2C(=CC=CC=2)C=CC=1.CC(C)([O-])C.[Na+].[Cl-].[Na+]. Product: [CH3:16][O:15][C:12]1[CH:13]=[CH:14][C:9]([O:8][C:6]2[CH:7]=[C:2]([N:27]3[CH2:26][C@@H:25]4[CH2:30][C@H:28]3[CH2:29][N:24]4[C:22]([O:21][C:17]([CH3:20])([CH3:19])[CH3:18])=[O:23])[CH:3]=[N:4][CH:5]=2)=[CH:10][CH:11]=1. The catalyst class is: 187. (4) Reactant: [Si]([O:8][C:9]1[C:10]([F:19])=[C:11]([CH:14]=[C:15]([CH2:17][CH3:18])[CH:16]=1)[CH:12]=[O:13])(C(C)(C)C)(C)C.[F-].[K+].I[CH3:23]. Product: [CH2:17]([C:15]1[CH:16]=[C:9]([O:8][CH3:23])[C:10]([F:19])=[C:11]([CH:14]=1)[CH:12]=[O:13])[CH3:18]. The catalyst class is: 31. (5) Reactant: [C:1]([C:3]1[CH:4]=[C:5]([CH:8]=[CH:9][CH:10]=1)[CH:6]=O)#[N:2].C1(P(=[CH:30][CH:31]=[O:32])(C2C=CC=CC=2)C2C=CC=CC=2)C=CC=CC=1. Product: [C:1]([C:3]1[CH:4]=[C:5]([CH:8]=[CH:9][CH:10]=1)[CH:6]=[CH:30][CH:31]=[O:32])#[N:2]. The catalyst class is: 11. (6) Reactant: C(N1C=CN=C1)(N1C=CN=C1)=O.[CH3:13][O:14][CH2:15][CH2:16][C:17]([OH:19])=O.[CH2:20]([NH:22][CH2:23][C:24]1[CH:29]=[CH:28][CH:27]=[CH:26][CH:25]=1)[CH3:21]. Product: [CH2:20]([N:22]([CH2:23][C:24]1[CH:29]=[CH:28][CH:27]=[CH:26][CH:25]=1)[C:17](=[O:19])[CH2:16][CH2:15][O:14][CH3:13])[CH3:21]. The catalyst class is: 2. (7) Reactant: COP([CH:7]1[C:15]2[C:10](=[CH:11][CH:12]=[CH:13][CH:14]=2)[C:9](=[O:16])[O:8]1)(=O)OC.[CH:17]([C:19]1[CH:20]=[C:21]([CH:24]=[CH:25][N:26]=1)[C:22]#[N:23])=O.C(N(CC)CC)C. Product: [O:16]=[C:9]1[C:10]2[C:15](=[CH:14][CH:13]=[CH:12][CH:11]=2)[C:7](=[CH:17][C:19]2[CH:20]=[C:21]([CH:24]=[CH:25][N:26]=2)[C:22]#[N:23])[O:8]1. The catalyst class is: 1. (8) Product: [CH:16]1([N:7]2[CH2:8][C:9]([F:15])([F:14])[C:10](=[O:13])[N:11]([CH3:12])[C:5]3[CH:4]=[N:3][C:2]([NH:22][C:23]4[CH:31]=[CH:30][C:26]([C:27]([OH:29])=[O:28])=[CH:25][C:24]=4[CH3:32])=[N:21][C:6]2=3)[CH2:20][CH2:19][CH2:18][CH2:17]1. Reactant: Cl[C:2]1[N:3]=[CH:4][C:5]2[N:11]([CH3:12])[C:10](=[O:13])[C:9]([F:15])([F:14])[CH2:8][N:7]([CH:16]3[CH2:20][CH2:19][CH2:18][CH2:17]3)[C:6]=2[N:21]=1.[NH2:22][C:23]1[CH:31]=[CH:30][C:26]([C:27]([OH:29])=[O:28])=[CH:25][C:24]=1[CH3:32].Cl. The catalyst class is: 8. (9) Reactant: CS(O[CH:6]([CH2:21][CH3:22])[CH2:7][CH2:8][CH:9](OS(C)(=O)=O)[C:10]1[CH:15]=[CH:14][CH:13]=[CH:12][CH:11]=1)(=O)=O.[NH2:23][C:24]1[CH:31]=[CH:30][C:27]([C:28]#[N:29])=[C:26]([Cl:32])[CH:25]=1. Product: [Cl:32][C:26]1[CH:25]=[C:24]([N:23]2[CH:9]([C:10]3[CH:15]=[CH:14][CH:13]=[CH:12][CH:11]=3)[CH2:8][CH2:7][CH:6]2[CH2:21][CH3:22])[CH:31]=[CH:30][C:27]=1[C:28]#[N:29]. The catalyst class is: 11. (10) Reactant: [NH4+].[N+:2]([CH2:5][C:6]([NH-:8])=[O:7])([O-:4])=[O:3].C([O-])(=O)C.[NH2+]1CCCCC1.C(O[CH:22]=[CH:23][C:24](=O)[C:25]([F:28])([F:27])[F:26])C.Cl. Product: [N+:2]([C:5]1[C:6](=[O:7])[NH:8][C:24]([C:25]([F:28])([F:27])[F:26])=[CH:23][CH:22]=1)([O-:4])=[O:3]. The catalyst class is: 72.